Dataset: Catalyst prediction with 721,799 reactions and 888 catalyst types from USPTO. Task: Predict which catalyst facilitates the given reaction. (1) Reactant: [F:1][C:2]1[C:3]([NH:24][S:25]([CH2:28][CH2:29][CH3:30])(=[O:27])=[O:26])=[N:4][CH:5]=[C:6]([F:23])[C:7]=1[NH:8][C:9]1[C:14]([C:15]2[CH:20]=[C:19](SC)[N:18]=[CH:17][N:16]=2)=[N:13][CH:12]=[CH:11][N:10]=1.[CH2:31]([NH2:33])[CH3:32]. Product: [CH2:31]([NH:33][C:19]1[N:18]=[CH:17][N:16]=[C:15]([C:14]2[C:9]([NH:8][C:7]3[C:6]([F:23])=[CH:5][N:4]=[C:3]([NH:24][S:25]([CH2:28][CH2:29][CH3:30])(=[O:27])=[O:26])[C:2]=3[F:1])=[N:10][CH:11]=[CH:12][N:13]=2)[CH:20]=1)[CH3:32]. The catalyst class is: 41. (2) Reactant: [NH2:1][C:2]1[N:10]=[CH:9][N:8]=[C:7]2[C:3]=1[N:4]=[CH:5][N:6]2[C@H:11]1[C@@H:15]2[O:16][C:17]([CH3:20])([CH3:19])[O:18][C@@H:14]2[C@@H:13]([CH2:21][N:22]([CH:39]([CH3:41])[CH3:40])[CH:23]2[CH2:26][CH:25]([CH2:27][CH2:28][C:29]([O:31]CC3C=CC=CC=3)=[O:30])[CH2:24]2)[O:12]1. Product: [NH2:1][C:2]1[N:10]=[CH:9][N:8]=[C:7]2[C:3]=1[N:4]=[CH:5][N:6]2[C@H:11]1[C@@H:15]2[O:16][C:17]([CH3:20])([CH3:19])[O:18][C@@H:14]2[C@@H:13]([CH2:21][N:22]([CH:39]([CH3:41])[CH3:40])[CH:23]2[CH2:26][CH:25]([CH2:27][CH2:28][C:29]([OH:31])=[O:30])[CH2:24]2)[O:12]1. The catalyst class is: 50.